This data is from CYP1A2 inhibition data for predicting drug metabolism from PubChem BioAssay. The task is: Regression/Classification. Given a drug SMILES string, predict its absorption, distribution, metabolism, or excretion properties. Task type varies by dataset: regression for continuous measurements (e.g., permeability, clearance, half-life) or binary classification for categorical outcomes (e.g., BBB penetration, CYP inhibition). Dataset: cyp1a2_veith. (1) The molecule is CCOC(=O)C1CCCN(S(=O)(=O)c2ccccc2)C1. The result is 0 (non-inhibitor). (2) The molecule is Cc1ccc(S(=O)(=O)NCc2cccc([N+](=O)[O-])c2)cc1. The result is 1 (inhibitor). (3) The drug is O=C1C[C@@H](O)[C@@H](O)[C@H]2[C@@H]1CC[C@H]1C(=O)N(c3ccc(F)cc3F)C(=O)[C@H]21. The result is 0 (non-inhibitor). (4) The drug is Cc1nc2ncnn2c(C)c1CCC(=O)NCCC1=CCCCC1. The result is 0 (non-inhibitor). (5) The drug is O=C1CCCC=C1[C@@H](O)CCOC(c1ccccc1)(c1ccccc1)c1ccccc1. The result is 0 (non-inhibitor).